This data is from Reaction yield outcomes from USPTO patents with 853,638 reactions. The task is: Predict the reaction yield, written as a fraction of the theoretical maximum amount of product (1.0 means a 100% yield; for example, 0.34 means a 34% yield). (1) The reactants are [CH3:1][O:2][C:3](=[O:50])[NH:4][C@@H:5]([CH2:47]SC)[C:6](=[O:46])[NH:7][C@@H:8]([CH2:39][C:40]1[CH:45]=[CH:44][CH:43]=[CH:42][CH:41]=1)[C@@H:9]([OH:38])[CH2:10][C@H:11]([CH2:25][C:26]1[CH:31]=[CH:30][C:29]([C:32]2[CH:37]=[CH:36][CH:35]=[CH:34][N:33]=2)=[CH:28][CH:27]=1)[NH:12][C:13](=[O:24])[C@H:14]([C:20]([CH3:23])([CH3:22])[CH3:21])[NH:15][C:16](=[O:19])[O:17][CH3:18].O[O:52][S:53]([O-:55])=O.[K+].[CH3:57]O. The catalyst is O. The product is [CH3:1][O:2][C:3](=[O:50])[NH:4][C@@H:5]([CH2:47][S:53]([CH3:57])(=[O:55])=[O:52])[C:6](=[O:46])[NH:7][C@@H:8]([CH2:39][C:40]1[CH:41]=[CH:42][CH:43]=[CH:44][CH:45]=1)[C@@H:9]([OH:38])[CH2:10][C@H:11]([CH2:25][C:26]1[CH:31]=[CH:30][C:29]([C:32]2[CH:37]=[CH:36][CH:35]=[CH:34][N:33]=2)=[CH:28][CH:27]=1)[NH:12][C:13](=[O:24])[C@H:14]([C:20]([CH3:23])([CH3:22])[CH3:21])[NH:15][C:16](=[O:19])[O:17][CH3:18]. The yield is 0.430. (2) The reactants are [F:1][C:2]([F:13])([F:12])[C:3]1[C:11]2[CH2:10][CH2:9][CH2:8][CH2:7][C:6]=2[NH:5][N:4]=1.C(=O)([O-])[O-].[K+].[K+].Br[C:21]1[CH:26]=[CH:25][C:24]([C:27]2[N:28]=[CH:29][N:30]([CH3:32])[CH:31]=2)=[CH:23][CH:22]=1.CN(C)CC(O)=O. The catalyst is CS(C)=O.[Cu]I. The product is [CH3:32][N:30]1[CH:31]=[C:27]([C:24]2[CH:23]=[CH:22][C:21]([N:5]3[C:6]4[CH2:7][CH2:8][CH2:9][CH2:10][C:11]=4[C:3]([C:2]([F:1])([F:12])[F:13])=[N:4]3)=[CH:26][CH:25]=2)[N:28]=[CH:29]1. The yield is 0.160. (3) The reactants are C(=O)(OC)[O:2][C:3]1[CH:8]=[C:7]([N+:9]([O-:11])=[O:10])[C:6]([F:12])=[CH:5][C:4]=1[Cl:13].[OH-].[Na+]. The catalyst is O. The product is [Cl:13][C:4]1[CH:5]=[C:6]([F:12])[C:7]([N+:9]([O-:11])=[O:10])=[CH:8][C:3]=1[OH:2]. The yield is 0.980. (4) The reactants are [CH:1]1[CH:6]=[CH:5][C:4]([C@@H:7]([NH2:11])[C:8]([OH:10])=[O:9])=[CH:3][CH:2]=1.C([O-])(O)=O.[Na+].[CH2:17]([O:19][C:20](Cl)=[O:21])[CH3:18].Cl. The catalyst is C1COCC1.O. The product is [CH2:17]([O:19][C:20]([NH:11][C@H:7]([C:4]1[CH:3]=[CH:2][CH:1]=[CH:6][CH:5]=1)[C:8]([OH:10])=[O:9])=[O:21])[CH3:18]. The yield is 0.820. (5) The reactants are [C:1]([CH2:9][CH2:10][C:11]([OH:13])=O)(=O)[C:2]1[CH:7]=[CH:6][CH:5]=[CH:4][CH:3]=1.Cl.Cl.[CH2:16]([NH:23][NH2:24])[C:17]1[CH:22]=[CH:21][CH:20]=[CH:19][CH:18]=1.C([O-])(=O)C.[Na+]. The catalyst is C(O)C. The product is [CH2:16]([N:23]1[C:11](=[O:13])[CH2:10][CH2:9][C:1]([C:2]2[CH:3]=[CH:4][CH:5]=[CH:6][CH:7]=2)=[N:24]1)[C:17]1[CH:22]=[CH:21][CH:20]=[CH:19][CH:18]=1. The yield is 0.780.